Dataset: Catalyst prediction with 721,799 reactions and 888 catalyst types from USPTO. Task: Predict which catalyst facilitates the given reaction. (1) Reactant: O.NN.[Cl:4][C:5]1[CH:6]=[C:7]([CH:38]=[CH:39][C:40]=1[O:41][CH3:42])[CH2:8][N:9]1[C:14]([CH3:15])=[CH:13][C:12]([O:16][CH2:17][C:18]2[CH:35]=[CH:34][CH:33]=[CH:32][C:19]=2[CH2:20][N:21]2C(=O)C3C(=CC=CC=3)C2=O)=[C:11]([CH3:36])[C:10]1=[O:37]. Product: [NH2:21][CH2:20][C:19]1[CH:32]=[CH:33][CH:34]=[CH:35][C:18]=1[CH2:17][O:16][C:12]1[CH:13]=[C:14]([CH3:15])[N:9]([CH2:8][C:7]2[CH:38]=[CH:39][C:40]([O:41][CH3:42])=[C:5]([Cl:4])[CH:6]=2)[C:10](=[O:37])[C:11]=1[CH3:36]. The catalyst class is: 5. (2) Product: [CH3:5][O:6][C:7]1[C:8]([N+:1]([O-:4])=[O:2])=[C:9]2[C:14](=[CH:15][C:16]=1[O:17][CH3:18])[N:13]=[CH:12][NH:11][C:10]2=[O:19]. The catalyst class is: 6. Reactant: [N+:1]([O-:4])(O)=[O:2].[CH3:5][O:6][C:7]1[CH:8]=[C:9]2[C:14](=[CH:15][C:16]=1[O:17][CH3:18])[N:13]=[CH:12][NH:11][C:10]2=[O:19]. (3) Reactant: [NH2:1][C:2]1[CH:3]=[C:4]2[C:25](=[CH:26][CH:27]=1)[CH2:24][C@:6]1([C:14]3[C:9](=[N:10][CH:11]=[CH:12][CH:13]=3)[N:8](COCC[Si](C)(C)C)[C:7]1=[O:23])[CH2:5]2.FC(F)(F)C(OC(=O)C(F)(F)F)=O.NC1C=CC=CC=1.FC(F)(F)C(NC1C=CC=CC=1)=O.[N+:61]([O-])([OH:63])=[O:62].FC(F)(F)C(O)=O.C(N)CN. Product: [NH2:1][C:2]1[CH:3]=[C:4]2[C:25](=[CH:26][C:27]=1[N+:61]([O-:63])=[O:62])[CH2:24][C@:6]1([C:14]3[C:9](=[N:10][CH:11]=[CH:12][CH:13]=3)[NH:8][C:7]1=[O:23])[CH2:5]2. The catalyst class is: 34. (4) Reactant: [CH2:1]([O:3][CH:4]([O:31][CH2:32][CH3:33])[CH2:5][O:6][C@H:7]([CH:29]=[CH2:30])[C@H:8]([C@@H:17]([O:19][CH2:20][C:21]1[CH:26]=[CH:25][C:24]([O:27][CH3:28])=[CH:23][CH:22]=1)[CH3:18])[CH2:9][C:10]1[CH:15]=[CH:14][C:13]([F:16])=[CH:12][CH:11]=1)[CH3:2].B1C2CCCC1CCC2.[OH-:43].[Na+].OO. Product: [CH2:1]([O:3][CH:4]([O:31][CH2:32][CH3:33])[CH2:5][O:6][C@@H:7]([C@@H:8]([CH2:9][C:10]1[CH:15]=[CH:14][C:13]([F:16])=[CH:12][CH:11]=1)[C@@H:17]([O:19][CH2:20][C:21]1[CH:22]=[CH:23][C:24]([O:27][CH3:28])=[CH:25][CH:26]=1)[CH3:18])[CH2:29][CH2:30][OH:43])[CH3:2]. The catalyst class is: 6. (5) Reactant: [NH2:1][C@H:2]1[CH2:6][CH2:5][N:4]([C:7]([O:9][C:10]([CH3:13])(C)C)=[O:8])[CH2:3]1.[C:14](Cl)(=[O:17])[CH2:15][CH3:16].[CH2:19](N(CC)CC)[CH3:20]. Product: [C:14]([NH:1][C@H:2]1[CH2:6][CH2:5][N:4]([C:7]([O:9][CH2:10][CH2:13][CH2:19][CH3:20])=[O:8])[CH2:3]1)(=[O:17])[CH2:15][CH3:16]. The catalyst class is: 2. (6) Reactant: [Br:1][C:2]1[C:3]([O:22][C:23]2[CH:24]=[C:25]([CH:29]=[CH:30][C:31]=2[Cl:32])[C:26]([OH:28])=O)=[CH:4][C:5]([NH:8][C:9]2[S:10][CH:11]=[C:12]([CH2:14][CH2:15][C:16]3[CH:21]=[CH:20][CH:19]=[CH:18][CH:17]=3)[N:13]=2)=[N:6][CH:7]=1.[N:33]1([CH2:38][CH2:39][NH2:40])[CH2:37][CH2:36][CH2:35][CH2:34]1.C(N(CC)C(C)C)(C)C. Product: [ClH:32].[ClH:32].[Br:1][C:2]1[C:3]([O:22][C:23]2[CH:24]=[C:25]([CH:29]=[CH:30][C:31]=2[Cl:32])[C:26]([NH:40][CH2:39][CH2:38][N:33]2[CH2:37][CH2:36][CH2:35][CH2:34]2)=[O:28])=[CH:4][C:5]([NH:8][C:9]2[S:10][CH:11]=[C:12]([CH2:14][CH2:15][C:16]3[CH:21]=[CH:20][CH:19]=[CH:18][CH:17]=3)[N:13]=2)=[N:6][CH:7]=1. The catalyst class is: 1. (7) Reactant: [Br:1][C:2]1[CH:11]=[C:10]2[C:5]([C:6](=[O:12])[NH:7][CH:8]=[N:9]2)=[CH:4][CH:3]=1.[H-].[Na+].I[CH2:16][CH2:17][CH3:18]. Product: [Br:1][C:2]1[CH:11]=[C:10]2[C:5]([C:6](=[O:12])[N:7]([CH2:16][CH2:17][CH3:18])[CH:8]=[N:9]2)=[CH:4][CH:3]=1. The catalyst class is: 3. (8) Reactant: [C:1]([C:3]1[CH:12]=[C:11]2[C:6]([CH:7]([NH:13][C:14](=[O:37])[CH2:15][CH:16]([NH:23][S:24]([C:27]3[CH:36]=[CH:35][C:34]4[C:29](=[CH:30][CH:31]=[CH:32][CH:33]=4)[CH:28]=3)(=[O:26])=[O:25])[C:17]3[CH:22]=[CH:21][CH:20]=[CH:19][CH:18]=3)[CH2:8][CH2:9][O:10]2)=[CH:5][CH:4]=1)#[N:2].Cl.CO.Cl. Product: [NH2:2][CH2:1][C:3]1[CH:12]=[C:11]2[C:6]([CH:7]([NH:13][C:14](=[O:37])[CH2:15][CH:16]([NH:23][S:24]([C:27]3[CH:36]=[CH:35][C:34]4[C:29](=[CH:30][CH:31]=[CH:32][CH:33]=4)[CH:28]=3)(=[O:26])=[O:25])[C:17]3[CH:18]=[CH:19][CH:20]=[CH:21][CH:22]=3)[CH2:8][CH2:9][O:10]2)=[CH:5][CH:4]=1. The catalyst class is: 105. (9) Reactant: C(Cl)(=O)C(Cl)=O.CS(C)=O.[CH3:11][O:12][C:13]1[CH:14]=[C:15]2[C:20](=[C:21]3[C:26]=1[CH:25]=[CH:24][CH:23]=[N:22]3)[N:19]=[C:18]([CH2:27][OH:28])[CH:17]=[C:16]2[S:29][CH3:30].C(N(CC)CC)C. Product: [CH3:11][O:12][C:13]1[CH:14]=[C:15]2[C:20](=[C:21]3[C:26]=1[CH:25]=[CH:24][CH:23]=[N:22]3)[N:19]=[C:18]([CH:27]=[O:28])[CH:17]=[C:16]2[S:29][CH3:30]. The catalyst class is: 2. (10) Reactant: [O:1]1[CH2:6][CH2:5][CH2:4][CH2:3][CH:2]1[N:7]1[C:11]2[CH:12]=[CH:13][C:14]([C:16](OC)=[O:17])=[CH:15][C:10]=2[N:9]=[CH:8]1.[H-].[H-].[H-].[H-].[Li+].[Al+3].O.[OH-].[Na+]. The catalyst class is: 1. Product: [O:1]1[CH2:6][CH2:5][CH2:4][CH2:3][CH:2]1[N:7]1[C:11]2[CH:12]=[CH:13][C:14]([CH2:16][OH:17])=[CH:15][C:10]=2[N:9]=[CH:8]1.